Dataset: Reaction yield outcomes from USPTO patents with 853,638 reactions. Task: Predict the reaction yield, written as a fraction of the theoretical maximum amount of product (1.0 means a 100% yield; for example, 0.34 means a 34% yield). (1) The reactants are [CH3:1][O:2][C:3]1[CH:8]=[CH:7][C:6]([SH:9])=[CH:5][CH:4]=1.Cl.Cl[CH2:12][CH2:13][NH2:14].C([O-])([O-])=O.[K+].[K+].C(N(C(C)C)CC)(C)C. The catalyst is C1COCC1. The product is [CH3:1][O:2][C:3]1[CH:8]=[CH:7][C:6]([S:9][CH2:12][CH2:13][NH2:14])=[CH:5][CH:4]=1. The yield is 0.970. (2) The reactants are Br[C:2]1[CH:3]=[CH:4][N:5]=[C:6]2[C:11]=1[N:10]=[C:9]([O:12][CH3:13])[CH:8]=[CH:7]2.[CH2:14]([OH:20])[CH2:15][CH2:16][CH2:17][C:18]#[CH:19]. No catalyst specified. The product is [CH3:13][O:12][C:9]1[N:10]=[C:11]2[C:6](=[CH:7][CH:8]=1)[N:5]=[CH:4][CH:3]=[C:2]2[CH2:19][CH2:18][CH2:17][CH2:16][CH2:15][CH:14]=[O:20]. The yield is 0.420. (3) The reactants are [F:1][C:2]([F:51])([F:50])[C:3]1[CH:4]=[C:5]([C:13]([CH3:49])([CH3:48])[C:14]([N:16]([CH3:47])[C:17]2[C:18]([C:39]3[CH:44]=[CH:43][C:42]([F:45])=[CH:41][C:40]=3[CH3:46])=[CH:19][C:20]([C:23]#[C:24][CH2:25][C@H:26]([NH:31]C(OC(C)(C)C)=O)[C:27]([O:29][CH3:30])=[O:28])=[N:21][CH:22]=2)=[O:15])[CH:6]=[C:7]([C:9]([F:12])([F:11])[F:10])[CH:8]=1.ClCCl. The catalyst is C(S([O-])(=O)=O)(F)(F)F.[Ag+]. The product is [F:50][C:2]([F:1])([F:51])[C:3]1[CH:4]=[C:5]([C:13]([CH3:49])([CH3:48])[C:14]([N:16]([CH3:47])[C:17]2[C:18]([C:39]3[CH:44]=[CH:43][C:42]([F:45])=[CH:41][C:40]=3[CH3:46])=[CH:19][C:20]([C:23]3[CH2:24][CH2:25][C@@H:26]([C:27]([O:29][CH3:30])=[O:28])[N:31]=3)=[N:21][CH:22]=2)=[O:15])[CH:6]=[C:7]([C:9]([F:12])([F:11])[F:10])[CH:8]=1. The yield is 1.00. (4) The reactants are [CH3:1][C:2]1[N:3]=[CH:4][C:5]2[C:10]([CH:11]=1)=[C:9]([N+:12]([O-])=O)[CH:8]=[CH:7][CH:6]=2. The catalyst is [Pd].CO. The product is [NH2:12][C:9]1[CH:8]=[CH:7][CH:6]=[C:5]2[C:10]=1[CH:11]=[C:2]([CH3:1])[N:3]=[CH:4]2. The yield is 1.00. (5) The reactants are [CH2:1]([O:3][C:4]1[CH:11]=[CH:10][C:7]([CH:8]=O)=[CH:6][CH:5]=1)[CH3:2].[NH2:12][C:13]1[N:14]=[N:15][C:16]([CH3:19])=[CH:17][CH:18]=1.C([O:22][C:23](=O)[C:24]([OH:37])=[CH:25][C:26]([C:28]1[CH:33]=[CH:32][C:31]([CH:34]([CH3:36])[CH3:35])=[CH:30][CH:29]=1)=[O:27])C. No catalyst specified. The product is [CH2:1]([O:3][C:4]1[CH:11]=[CH:10][C:7]([CH:8]2[N:12]([C:13]3[N:14]=[N:15][C:16]([CH3:19])=[CH:17][CH:18]=3)[C:23](=[O:22])[C:24]([OH:37])=[C:25]2[C:26](=[O:27])[C:28]2[CH:29]=[CH:30][C:31]([CH:34]([CH3:35])[CH3:36])=[CH:32][CH:33]=2)=[CH:6][CH:5]=1)[CH3:2]. The yield is 0.180. (6) The reactants are [NH:1]1[C:5]2[CH:6]=[CH:7][CH:8]=[CH:9][C:4]=2[N:3]=[C:2]1[CH2:10][N:11]1[C@@H:24]2[C@@H:15]([CH2:16][CH2:17][C:18]3[C:23]2=[N:22][CH:21]=[CH:20][CH:19]=3)[CH2:14][CH2:13][CH2:12]1.C(=O)([O-])[O-].[K+].[K+].Br.Br[CH2:33][C:34]1[CH:39]=[CH:38][CH:37]=[CH:36][N:35]=1.[I-].[K+]. The catalyst is CN(C)C=O.O. The product is [N:35]1[CH:36]=[CH:37][CH:38]=[CH:39][C:34]=1[CH2:33][N:1]1[C:5]2[CH:6]=[CH:7][CH:8]=[CH:9][C:4]=2[N:3]=[C:2]1[CH2:10][N:11]1[C@@H:24]2[C@@H:15]([CH2:16][CH2:17][C:18]3[C:23]2=[N:22][CH:21]=[CH:20][CH:19]=3)[CH2:14][CH2:13][CH2:12]1. The yield is 0.240. (7) The reactants are [OH-].[Li+].[CH3:3][O:4][C:5]1[CH:10]=[CH:9][C:8]([C:11]2[N:16]=[C:15]([N:17]3[CH2:25][CH2:24][CH2:23][C@@H:18]3[C:19]([O:21]C)=[O:20])[CH:14]=[CH:13][CH:12]=2)=[CH:7][C:6]=1[CH:26]1[C:39]2[C:38](=[O:40])[CH2:37][C:36]([CH3:42])([CH3:41])[CH2:35][C:34]=2[O:33][C:32]2[CH2:31][C:30]([CH3:44])([CH3:43])[CH2:29][C:28](=[O:45])[C:27]1=2.C1COCC1.O.O. The catalyst is C(OCC)C. The product is [CH3:3][O:4][C:5]1[CH:10]=[CH:9][C:8]([C:11]2[N:16]=[C:15]([N:17]3[CH2:25][CH2:24][CH2:23][C@@H:18]3[C:19]([OH:21])=[O:20])[CH:14]=[CH:13][CH:12]=2)=[CH:7][C:6]=1[CH:26]1[C:27]2[C:28](=[O:45])[CH2:29][C:30]([CH3:43])([CH3:44])[CH2:31][C:32]=2[O:33][C:34]2[CH2:35][C:36]([CH3:42])([CH3:41])[CH2:37][C:38](=[O:40])[C:39]1=2. The yield is 0.700. (8) The reactants are [Br:1][C:2]1[C:3](F)=[C:4]2[C:10]([NH:11][C:12]([C@@H:14]3[CH2:16][C@H:15]3[C:17]3[CH:22]=[CH:21][CH:20]=[CH:19][CH:18]=3)=[O:13])=[CH:9][NH:8][C:5]2=[N:6][CH:7]=1.[NH:24]1[CH2:29][CH2:28][CH2:27][C@@H:26]([NH:30][C:31](=[O:37])[O:32][C:33]([CH3:36])([CH3:35])[CH3:34])[CH2:25]1. The catalyst is C(O)(CC)C. The product is [Br:1][C:2]1[C:3]([N:24]2[CH2:29][CH2:28][CH2:27][C@@H:26]([NH:30][C:31](=[O:37])[O:32][C:33]([CH3:35])([CH3:34])[CH3:36])[CH2:25]2)=[C:4]2[C:10]([NH:11][C:12]([C@@H:14]3[CH2:16][C@H:15]3[C:17]3[CH:22]=[CH:21][CH:20]=[CH:19][CH:18]=3)=[O:13])=[CH:9][NH:8][C:5]2=[N:6][CH:7]=1. The yield is 0.485. (9) The reactants are [OH:1][C:2]1[CH:9]=[CH:8][C:5]([C:6]#[N:7])=[CH:4][C:3]=1[CH2:10][CH2:11][CH3:12].[CH2:13](Br)[C:14]1[CH:19]=[CH:18][CH:17]=[CH:16][CH:15]=1.C([O-])([O-])=O.[Cs+].[Cs+]. The catalyst is CN(C=O)C.O. The product is [CH2:13]([O:1][C:2]1[CH:9]=[CH:8][C:5]([C:6]#[N:7])=[CH:4][C:3]=1[CH2:10][CH2:11][CH3:12])[C:14]1[CH:19]=[CH:18][CH:17]=[CH:16][CH:15]=1. The yield is 0.820.